Dataset: NCI-60 drug combinations with 297,098 pairs across 59 cell lines. Task: Regression. Given two drug SMILES strings and cell line genomic features, predict the synergy score measuring deviation from expected non-interaction effect. (1) Drug 1: C1=CN(C(=O)N=C1N)C2C(C(C(O2)CO)O)O.Cl. Drug 2: CC1CCC2CC(C(=CC=CC=CC(CC(C(=O)C(C(C(=CC(C(=O)CC(OC(=O)C3CCCCN3C(=O)C(=O)C1(O2)O)C(C)CC4CCC(C(C4)OC)OCCO)C)C)O)OC)C)C)C)OC. Cell line: NCI/ADR-RES. Synergy scores: CSS=28.2, Synergy_ZIP=4.07, Synergy_Bliss=7.88, Synergy_Loewe=3.25, Synergy_HSA=3.92. (2) Drug 1: COC1=C(C=C2C(=C1)N=CN=C2NC3=CC(=C(C=C3)F)Cl)OCCCN4CCOCC4. Drug 2: CN(C)C1=NC(=NC(=N1)N(C)C)N(C)C. Cell line: NCI-H226. Synergy scores: CSS=16.8, Synergy_ZIP=-5.30, Synergy_Bliss=0.361, Synergy_Loewe=-33.0, Synergy_HSA=-1.82.